Predict the reactants needed to synthesize the given product. From a dataset of Full USPTO retrosynthesis dataset with 1.9M reactions from patents (1976-2016). (1) Given the product [CH:30]1[C:11]([C:9]([N:8]([C@H:4]([C:5]([OH:7])=[O:6])[CH2:3][CH2:2][C:1]([NH2:71])=[O:32])[CH2:61][CH2:62][NH:63][C:40]([NH:39][C:38]2[CH:33]=[CH:34][C:35]3[C:45]4([O:44][C:42](=[O:43])[C:36]=3[CH:37]=2)[C:46]2[CH:51]=[CH:50][C:49]([OH:52])=[CH:48][C:47]=2[O:53][C:54]2[CH:59]=[C:58]([OH:60])[CH:57]=[CH:56][C:55]4=2)=[S:41])=[O:10])=[CH:12][CH:13]=[C:14]([NH:15][CH2:16][C:17]2[N:28]=[C:27]3[C:25]([N:24]=[C:22]([NH2:23])[NH:21][C:20]3=[N:19][CH:18]=2)=[O:26])[CH:29]=1, predict the reactants needed to synthesize it. The reactants are: [C:1]([O-:32])(=O)[CH2:2][CH2:3][C@H:4]([NH:8][C:9]([C:11]1[CH:30]=[CH:29][C:14]([NH:15][CH2:16][C:17]2[N:28]=[C:27]3[C:20]([N:21]=[C:22]([NH:24][C:25]3=[O:26])[NH2:23])=[N:19][CH:18]=2)=[CH:13][CH:12]=1)=[O:10])[C:5]([OH:7])=[O:6].[CH:33]1[C:38]([N:39]=[C:40]=[S:41])=[CH:37][C:36]2[C:42]([O:44][C:45]3([C:55]4[CH:56]=[CH:57][C:58]([OH:60])=[CH:59][C:54]=4[O:53][C:47]4[CH:48]=[C:49]([OH:52])[CH:50]=[CH:51][C:46]3=4)[C:35]=2[CH:34]=1)=[O:43].[CH3:61][CH2:62][N:63](C(C)C)C(C)C.C[N:71](C)C(N(C)C)=N. (2) Given the product [C:1]([C:5]1[CH:6]=[CH:7][C:8]([CH3:20])=[C:9]([NH:11][C:12]2[C:17]([F:18])=[CH:16][N:15]=[C:14]([N:32]3[CH2:33][CH2:34][N:29]([C:26]4[CH:27]=[CH:28][C:23]([O:22][CH3:21])=[CH:24][CH:25]=4)[C:30]([CH3:36])([CH3:35])[CH2:31]3)[N:13]=2)[CH:10]=1)([CH3:4])([CH3:3])[CH3:2], predict the reactants needed to synthesize it. The reactants are: [C:1]([C:5]1[CH:6]=[CH:7][C:8]([CH3:20])=[C:9]([NH:11][C:12]2[C:17]([F:18])=[CH:16][N:15]=[C:14](Cl)[N:13]=2)[CH:10]=1)([CH3:4])([CH3:3])[CH3:2].[CH3:21][O:22][C:23]1[CH:28]=[CH:27][C:26]([N:29]2[CH2:34][CH2:33][NH:32][CH2:31][C:30]2([CH3:36])[CH3:35])=[CH:25][CH:24]=1.C(N(C(C)C)CC)(C)C.